The task is: Predict the product of the given reaction.. This data is from Forward reaction prediction with 1.9M reactions from USPTO patents (1976-2016). (1) Given the reactants Cl[C:2]1[C:7]2[C:8]([C:17]3[CH:22]=[CH:21][C:20]([O:23][CH3:24])=[CH:19][CH:18]=3)=[C:9]([C:11]3[CH:16]=[CH:15][CH:14]=[CH:13][CH:12]=3)[O:10][C:6]=2[CH:5]=[CH:4][N:3]=1.[NH2:25][C:26]1[CH:27]=[C:28]([CH:35]=[CH:36][CH:37]=1)[O:29][CH2:30][C:31]([O:33][CH3:34])=[O:32].C(N(CC)CC)C, predict the reaction product. The product is: [CH3:24][O:23][C:20]1[CH:21]=[CH:22][C:17]([C:8]2[C:7]3[C:2]([NH:25][C:26]4[CH:27]=[C:28]([CH:35]=[CH:36][CH:37]=4)[O:29][CH2:30][C:31]([O:33][CH3:34])=[O:32])=[N:3][CH:4]=[CH:5][C:6]=3[O:10][C:9]=2[C:11]2[CH:16]=[CH:15][CH:14]=[CH:13][CH:12]=2)=[CH:18][CH:19]=1. (2) Given the reactants Br[C:2]1[CH:9]=[CH:8][C:5]([C:6]#[N:7])=[C:4]([F:10])[CH:3]=1.C([Mg]Cl)(C)C.[CH:16](N1CCCCC1)=[O:17].Cl, predict the reaction product. The product is: [F:10][C:4]1[CH:3]=[C:2]([CH:16]=[O:17])[CH:9]=[CH:8][C:5]=1[C:6]#[N:7]. (3) Given the reactants [NH2:1][C@@:2]([C:14]1[CH:19]=[C:18]([C:20]2[CH:21]=[N:22][CH:23]=[N:24][CH:25]=2)[C:17]([F:26])=[CH:16][C:15]=1[F:27])([CH3:13])[CH2:3][C@H:4]([C:6]1[C:7]([CH3:12])=[N:8][O:9][C:10]=1[CH3:11])[OH:5].[C:28]([N:36]=[C:37]=[S:38])(=[O:35])[C:29]1[CH:34]=[CH:33][CH:32]=[CH:31][CH:30]=1, predict the reaction product. The product is: [F:27][C:15]1[CH:16]=[C:17]([F:26])[C:18]([C:20]2[CH:25]=[N:24][CH:23]=[N:22][CH:21]=2)=[CH:19][C:14]=1[C@@:2]([NH:1][C:37]([NH:36][C:28](=[O:35])[C:29]1[CH:30]=[CH:31][CH:32]=[CH:33][CH:34]=1)=[S:38])([CH2:3][C@H:4]([C:6]1[C:7]([CH3:12])=[N:8][O:9][C:10]=1[CH3:11])[OH:5])[CH3:13]. (4) Given the reactants [CH2:1]([O:3][C@H:4]([CH3:51])[CH2:5][O:6][CH2:7][C:8]1[CH:13]=[CH:12][C:11]([C@@H:14]2[C@@H:19]([O:20][CH2:21][C:22]3[CH:23]=[CH:24][C:25]4[O:30][CH2:29][CH2:28][N:27]([CH2:31][CH2:32][CH2:33][O:34][CH3:35])[C:26]=4[CH:36]=3)[CH2:18][N:17]([S:37]([C:40]3[CH:45]=[CH:44][C:43]([CH3:46])=[CH:42][CH:41]=3)(=[O:39])=[O:38])[C@@H:16]([CH2:47][C:48](O)=[O:49])[CH2:15]2)=[CH:10][CH:9]=1)[CH3:2].O1CCCC1.B, predict the reaction product. The product is: [CH2:1]([O:3][C@H:4]([CH3:51])[CH2:5][O:6][CH2:7][C:8]1[CH:13]=[CH:12][C:11]([C@@H:14]2[C@@H:19]([O:20][CH2:21][C:22]3[CH:23]=[CH:24][C:25]4[O:30][CH2:29][CH2:28][N:27]([CH2:31][CH2:32][CH2:33][O:34][CH3:35])[C:26]=4[CH:36]=3)[CH2:18][N:17]([S:37]([C:40]3[CH:45]=[CH:44][C:43]([CH3:46])=[CH:42][CH:41]=3)(=[O:38])=[O:39])[C@@H:16]([CH2:47][CH2:48][OH:49])[CH2:15]2)=[CH:10][CH:9]=1)[CH3:2]. (5) Given the reactants [CH:1]1[C:6]2[CH2:7][CH2:8][CH2:9][CH2:10][CH2:11][C:5]=2[CH:4]=[CH:3][C:2]=1[OH:12].C([O-])([O-])=O.[Cs+].[Cs+].Br[CH2:20][CH:21]1[CH2:26][CH2:25][CH2:24][CH2:23][CH2:22]1.O, predict the reaction product. The product is: [CH:21]1([CH2:20][O:12][C:2]2[CH:3]=[CH:4][C:5]3[CH2:11][CH2:10][CH2:9][CH2:8][CH2:7][C:6]=3[CH:1]=2)[CH2:26][CH2:25][CH2:24][CH2:23][CH2:22]1. (6) Given the reactants C(N(C(C)C)CC)(C)C.CC1C=CN=C(N)C=1C.[S:19](Cl)([C:22]1[CH:28]=[CH:27][C:25]([CH3:26])=[CH:24][CH:23]=1)(=[O:21])=[O:20].[CH2:30]([N:37]1[CH2:41][CH:40]([C:42]2[S:43][CH:44]=[C:45]([Br:47])[CH:46]=2)[CH:39]([CH2:48][OH:49])[CH2:38]1)[C:31]1[CH:36]=[CH:35][CH:34]=[CH:33][CH:32]=1, predict the reaction product. The product is: [CH2:30]([N:37]1[CH2:41][CH:40]([C:42]2[S:43][CH:44]=[C:45]([Br:47])[CH:46]=2)[CH:39]([CH2:48][O:49][S:19]([C:22]2[CH:28]=[CH:27][C:25]([CH3:26])=[CH:24][CH:23]=2)(=[O:21])=[O:20])[CH2:38]1)[C:31]1[CH:32]=[CH:33][CH:34]=[CH:35][CH:36]=1. (7) Given the reactants [C:1]([O:5][C:6]([NH:8][C:9]1[CH:17]=[CH:16][C:12]([C:13]([OH:15])=O)=[CH:11][CH:10]=1)=[O:7])([CH3:4])([CH3:3])[CH3:2].C1CN([P+](ON2N=NC3C=CC=CC2=3)(N2CCCC2)N2CCCC2)CC1.F[P-](F)(F)(F)(F)F.C1C=CC2N(O)N=NC=2C=1.CCN(CC)CC.[CH2:68]([NH2:75])[C:69]1[CH:74]=[CH:73][CH:72]=[CH:71][CH:70]=1, predict the reaction product. The product is: [CH2:68]([NH:75][C:13]([C:12]1[CH:11]=[CH:10][C:9]([NH:8][C:6](=[O:7])[O:5][C:1]([CH3:2])([CH3:3])[CH3:4])=[CH:17][CH:16]=1)=[O:15])[C:69]1[CH:74]=[CH:73][CH:72]=[CH:71][CH:70]=1. (8) Given the reactants [Cl:1][C:2]1[CH:11]=[CH:10][CH:9]=[C:8]2[C:3]=1[N:4]=[C:5]([C:21]([O:23]CC)=[O:22])[C:6](=[O:20])[N:7]2[C:12]1[CH:17]=[CH:16][C:15]([O:18][CH3:19])=[CH:14][CH:13]=1.C(=O)([O-])[O-].[K+].[K+], predict the reaction product. The product is: [Cl:1][C:2]1[CH:11]=[CH:10][CH:9]=[C:8]2[C:3]=1[N:4]=[C:5]([C:21]([OH:23])=[O:22])[C:6](=[O:20])[N:7]2[C:12]1[CH:13]=[CH:14][C:15]([O:18][CH3:19])=[CH:16][CH:17]=1. (9) Given the reactants [C:1](=[O:22])(OC1C=CC([N+]([O-])=O)=CC=1)[O:2][CH2:3][C:4]1[CH:9]=[C:8]([CH3:10])[N:7]=[C:6]([CH3:11])[CH:5]=1.[CH3:23][C@H:24]1[O:29][C@@H:28]([CH3:30])[CH2:27][NH:26][CH2:25]1.CCN(CC)CC.[ClH:38], predict the reaction product. The product is: [ClH:38].[CH3:30][C@H:28]1[O:29][C@@H:24]([CH3:23])[CH2:25][N:26]([C:1]([O:2][CH2:3][C:4]2[CH:5]=[C:6]([CH3:11])[N:7]=[C:8]([CH3:10])[CH:9]=2)=[O:22])[CH2:27]1.